This data is from NCI-60 drug combinations with 297,098 pairs across 59 cell lines. The task is: Regression. Given two drug SMILES strings and cell line genomic features, predict the synergy score measuring deviation from expected non-interaction effect. (1) Drug 1: C#CCC(CC1=CN=C2C(=N1)C(=NC(=N2)N)N)C3=CC=C(C=C3)C(=O)NC(CCC(=O)O)C(=O)O. Drug 2: CC12CCC3C(C1CCC2OP(=O)(O)O)CCC4=C3C=CC(=C4)OC(=O)N(CCCl)CCCl.[Na+]. Cell line: OVCAR-5. Synergy scores: CSS=24.1, Synergy_ZIP=1.87, Synergy_Bliss=1.84, Synergy_Loewe=-0.966, Synergy_HSA=0.161. (2) Synergy scores: CSS=7.87, Synergy_ZIP=-2.10, Synergy_Bliss=0.748, Synergy_Loewe=-5.47, Synergy_HSA=0.288. Drug 1: CC12CCC(CC1=CCC3C2CCC4(C3CC=C4C5=CN=CC=C5)C)O. Drug 2: CCCCCOC(=O)NC1=NC(=O)N(C=C1F)C2C(C(C(O2)C)O)O. Cell line: SF-539.